Dataset: Forward reaction prediction with 1.9M reactions from USPTO patents (1976-2016). Task: Predict the product of the given reaction. Given the reactants C[O:2][C:3](=[O:37])[C@H:4]([CH2:17][C:18]1[CH:23]=[CH:22][C:21]([C:24]2[C:25](=[O:36])[N:26]([CH3:35])[C:27]([CH3:34])=[CH:28][C:29]=2[C:30]([F:33])([F:32])[F:31])=[CH:20][CH:19]=1)[NH:5][C:6]([C:8]1[C:13]([CH3:14])=[CH:12][CH:11]=[CH:10][C:9]=1[CH2:15][CH3:16])=[O:7].[OH-].[Na+], predict the reaction product. The product is: [CH2:15]([C:9]1[CH:10]=[CH:11][CH:12]=[C:13]([CH3:14])[C:8]=1[C:6]([NH:5][C@H:4]([C:3]([OH:37])=[O:2])[CH2:17][C:18]1[CH:23]=[CH:22][C:21]([C:24]2[C:25](=[O:36])[N:26]([CH3:35])[C:27]([CH3:34])=[CH:28][C:29]=2[C:30]([F:32])([F:33])[F:31])=[CH:20][CH:19]=1)=[O:7])[CH3:16].